Dataset: Full USPTO retrosynthesis dataset with 1.9M reactions from patents (1976-2016). Task: Predict the reactants needed to synthesize the given product. (1) Given the product [N:1]1[N:12]2[C:4]([N:5]=[C:6]3[C:10](=[C:11]2[C:13]2[CH:18]=[CH:17][C:16]4[O:19][C:22]([CH2:23][CH2:24][OH:25])=[CH:21][C:15]=4[CH:14]=2)[CH2:9][CH2:8][CH2:7]3)=[CH:3][CH:2]=1, predict the reactants needed to synthesize it. The reactants are: [N:1]1[N:12]2[C:4]([N:5]=[C:6]3[C:10](=[C:11]2[C:13]2[CH:18]=[CH:17][C:16]([OH:19])=[C:15](I)[CH:14]=2)[CH2:9][CH2:8][CH2:7]3)=[CH:3][CH:2]=1.[CH:21]#[C:22][CH2:23][CH2:24][OH:25].C(N(CC)CC)C. (2) Given the product [CH2:35]([C:27](=[CH:26][CH2:25][C@H:21]1[CH2:22][CH2:23][CH2:24][C@@H:19]([OH:18])[CH2:20]1)[C:28]([O:30][C:31]([CH3:34])([CH3:32])[CH3:33])=[O:29])[CH3:36], predict the reactants needed to synthesize it. The reactants are: [Si]([O:18][C@@H:19]1[CH2:24][CH2:23][CH2:22][C@H:21]([CH2:25][CH:26]=[C:27]([CH2:35][CH3:36])[C:28]([O:30][C:31]([CH3:34])([CH3:33])[CH3:32])=[O:29])[CH2:20]1)(C(C)(C)C)(C1C=CC=CC=1)C1C=CC=CC=1.[F-].C([N+](CCCC)(CCCC)CCCC)CCC. (3) Given the product [F:22][C:23]1[CH:28]=[C:27]([F:29])[CH:26]=[CH:25][C:24]=1[C:2]1[S:6][C:5]([S:7]([NH:10][C:11]2[CH:16]=[CH:15][CH:14]=[C:13]([C:17]3[NH:21][N:20]=[N:19][N:18]=3)[CH:12]=2)(=[O:9])=[O:8])=[CH:4][CH:3]=1, predict the reactants needed to synthesize it. The reactants are: Br[C:2]1[S:6][C:5]([S:7]([NH:10][C:11]2[CH:16]=[CH:15][CH:14]=[C:13]([C:17]3[NH:21][N:20]=[N:19][N:18]=3)[CH:12]=2)(=[O:9])=[O:8])=[CH:4][CH:3]=1.[F:22][C:23]1[CH:28]=[C:27]([F:29])[CH:26]=[CH:25][C:24]=1B(O)O. (4) Given the product [CH3:24][CH:25]([CH3:31])/[CH:26]=[CH:27]/[C:28]([N:1]1[CH2:2][CH2:3][CH:4]([C:7]2[C:16]3[C:11](=[CH:12][CH:13]=[CH:14][CH:15]=3)[N:10]=[CH:9][CH:8]=2)[CH2:5][CH2:6]1)=[O:29], predict the reactants needed to synthesize it. The reactants are: [NH:1]1[CH2:6][CH2:5][CH:4]([C:7]2[C:16]3[C:11](=[CH:12][CH:13]=[CH:14][CH:15]=3)[N:10]=[CH:9][CH:8]=2)[CH2:3][CH2:2]1.C(N(CC)CC)C.[CH3:24][CH:25]([CH3:31])/[CH:26]=[CH:27]/[C:28](Cl)=[O:29]. (5) Given the product [O:7]1[C:11]2([CH2:16][CH2:15][CH:14]([NH:6][C:3]3[NH:2][N:1]=[CH:5][CH:4]=3)[CH2:13][CH2:12]2)[O:10][CH2:9][CH2:8]1, predict the reactants needed to synthesize it. The reactants are: [NH:1]1[CH:5]=[CH:4][C:3]([NH2:6])=[N:2]1.[O:7]1[C:11]2([CH2:16][CH2:15][C:14](=O)[CH2:13][CH2:12]2)[O:10][CH2:9][CH2:8]1.[BH4-].[Na+].Cl. (6) Given the product [F:10][C:11]([F:25])([F:26])[C:12]1[CH:17]=[C:16]([C:18]([F:19])([F:20])[F:21])[CH:15]=[CH:14][C:13]=1[C:2]1[N:7]=[C:6]([CH:8]=[O:9])[CH:5]=[CH:4][CH:3]=1, predict the reactants needed to synthesize it. The reactants are: Br[C:2]1[N:7]=[C:6]([CH:8]=[O:9])[CH:5]=[CH:4][CH:3]=1.[F:10][C:11]([F:26])([F:25])[C:12]1[CH:17]=[C:16]([C:18]([F:21])([F:20])[F:19])[CH:15]=[CH:14][C:13]=1B(O)O.C(=O)([O-])[O-].[Cs+].[Cs+].